Dataset: Reaction yield outcomes from USPTO patents with 853,638 reactions. Task: Predict the reaction yield, written as a fraction of the theoretical maximum amount of product (1.0 means a 100% yield; for example, 0.34 means a 34% yield). (1) The reactants are C([N:8]1[CH2:13][CH2:12][CH:11]([CH3:14])[CH:10]([N:15]([CH3:25])[C:16]2[C:17]3[CH:24]=[CH:23][NH:22][C:18]=3[N:19]=[CH:20][N:21]=2)[CH2:9]1)C1C=CC=CC=1.Cl. The catalyst is C(O)C. The product is [CH3:25][N:15]([CH:10]1[CH:11]([CH3:14])[CH2:12][CH2:13][NH:8][CH2:9]1)[C:16]1[C:17]2[CH:24]=[CH:23][NH:22][C:18]=2[N:19]=[CH:20][N:21]=1. The yield is 0.900. (2) The reactants are B(O)(O)[C:2]1[CH:3]=[CH:4][C:5]([CH3:8])=[CH:6][CH:7]=1.Br[C:12]1[CH:17]=[CH:16][C:15]([N:18]2[CH:22]=[CH:21][CH:20]=[N:19]2)=[CH:14][CH:13]=1.CC#N.C(=O)([O-])[O-].[Na+].[Na+]. The catalyst is C1COCC1. The product is [CH3:8][C:5]1[CH:6]=[CH:7][C:2]([C:12]2[CH:17]=[CH:16][C:15]([N:18]3[CH:22]=[CH:21][CH:20]=[N:19]3)=[CH:14][CH:13]=2)=[CH:3][CH:4]=1. The yield is 0.560. (3) The reactants are [C:1]([C:3]1[CH:8]=[CH:7][C:6]([C:9]2[N:13]3[CH:14]=[C:15]([C:18]4[CH:26]=[CH:25][C:21]([C:22](O)=[O:23])=[C:20]([O:27][CH3:28])[CH:19]=4)[N:16]=[CH:17][C:12]3=[N:11][CH:10]=2)=[CH:5][CH:4]=1)#[N:2].CN1CCOCC1.CN(C(ON1N=NC2C=CC=NC1=2)=[N+](C)C)C.F[P-](F)(F)(F)(F)F.[N:60]1([C:66]([O:68][C:69]([CH3:72])([CH3:71])[CH3:70])=[O:67])[CH2:65][CH2:64][NH:63][CH2:62][CH2:61]1. The catalyst is CN(C=O)C.O. The product is [C:1]([C:3]1[CH:4]=[CH:5][C:6]([C:9]2[N:13]3[CH:14]=[C:15]([C:18]4[CH:26]=[CH:25][C:21]([C:22]([N:63]5[CH2:64][CH2:65][N:60]([C:66]([O:68][C:69]([CH3:72])([CH3:71])[CH3:70])=[O:67])[CH2:61][CH2:62]5)=[O:23])=[C:20]([O:27][CH3:28])[CH:19]=4)[N:16]=[CH:17][C:12]3=[N:11][CH:10]=2)=[CH:7][CH:8]=1)#[N:2]. The yield is 0.300.